Predict the product of the given reaction. From a dataset of Forward reaction prediction with 1.9M reactions from USPTO patents (1976-2016). (1) The product is: [CH2:1]([N:8]1[C:16]2[C:11](=[CH:12][C:13]([NH:17][C:19]3[N:28]=[CH:27][C:26]([CH3:29])=[CH:25][C:20]=3[C:21]([O:23][CH3:24])=[O:22])=[CH:14][CH:15]=2)[CH:10]=[CH:9]1)[C:2]1[CH:3]=[CH:4][CH:5]=[CH:6][CH:7]=1. Given the reactants [CH2:1]([N:8]1[C:16]2[C:11](=[CH:12][C:13]([NH2:17])=[CH:14][CH:15]=2)[CH:10]=[CH:9]1)[C:2]1[CH:7]=[CH:6][CH:5]=[CH:4][CH:3]=1.Cl[C:19]1[N:28]=[CH:27][C:26]([CH3:29])=[CH:25][C:20]=1[C:21]([O:23][CH3:24])=[O:22].C(=O)([O-])[O-].[Cs+].[Cs+].C1(C)C=CC=CC=1, predict the reaction product. (2) Given the reactants [CH3:1][O:2][C:3]([C:5]1[CH:14]=[CH:13][C:8]2[NH:9][C:10]([Cl:12])=[N:11][C:7]=2[CH:6]=1)=[O:4].CCN(C(C)C)C(C)C.Cl[CH2:25][O:26][CH2:27][CH2:28][O:29][CH3:30], predict the reaction product. The product is: [CH3:1][O:2][C:3]([C:5]1[CH:14]=[CH:13][C:8]2[N:9]([CH2:25][O:26][CH2:27][CH2:28][O:29][CH3:30])[C:10]([Cl:12])=[N:11][C:7]=2[CH:6]=1)=[O:4]. (3) Given the reactants O[C:2]1[C:11]2[C:6](=[C:7]([OH:15])[C:8]([CH2:12][CH:13]=[CH2:14])=[CH:9][CH:10]=2)[CH:5]=[CH:4][C:3]=1[CH2:16][CH:17]=[CH2:18].[C:19](=[O:22])([O-])[O-].[K+].[K+].[CH2:25](Br)[C:26]1[CH:31]=[CH:30][CH:29]=[CH:28][CH:27]=1, predict the reaction product. The product is: [CH2:25]([O:15][C:7]1[C:6]2[C:11](=[C:2]([O:22][CH2:19][C:2]3[CH:11]=[CH:6][CH:5]=[CH:4][CH:3]=3)[C:3]([CH2:16][CH:17]=[CH2:18])=[CH:4][CH:5]=2)[CH:10]=[CH:9][C:8]=1[CH2:12][CH:13]=[CH2:14])[C:26]1[CH:31]=[CH:30][CH:29]=[CH:28][CH:27]=1. (4) The product is: [C:24]([C:23]1([C:17]2[CH:18]=[CH:19][C:20]([O:21][CH3:22])=[C:15]([O:14][CH3:13])[CH:16]=2)[O:49][CH:48]([CH2:47][CH2:46][CH:45]([CH3:51])[CH3:44])[CH2:43][O:42]1)#[N:25]. Given the reactants C([Li])CCC.C(NC(C)C)(C)C.[CH3:13][O:14][C:15]1[CH:16]=[C:17]([CH:23](CCC2OCCO2)[C:24]#[N:25])[CH:18]=[CH:19][C:20]=1[O:21][CH3:22].BrCCC1OCCO1.C[O:42][C:43]1[CH:44]=[C:45]([CH2:51]C#N)[CH:46]=[CH:47][C:48]=1[O:49]C.IC(C)C.[NH4+].[Cl-], predict the reaction product. (5) Given the reactants C1C=CC(C2C=CC=CC=2)=CC=1.C1C=CC(OC2C=CC=CC=2)=CC=1.[Br:26][C:27]1[CH:32]=[CH:31][C:30]([NH:33][CH:34]=[C:35]([C:41](=[O:43])[CH3:42])[C:36]([O:38]CC)=O)=[CH:29][CH:28]=1, predict the reaction product. The product is: [Br:26][C:27]1[CH:28]=[C:29]2[C:30](=[CH:31][CH:32]=1)[N:33]=[CH:34][C:35]([C:41](=[O:43])[CH3:42])=[C:36]2[OH:38]. (6) Given the reactants [CH3:1][O:2][C:3]1[CH:4]=[CH:5][CH:6]=[C:7]2[C:12]=1[CH2:11][C@@H:10](N)[CH2:9][CH2:8]2.C=O.[C:16](O)(=O)C.[C:20]([BH3-])#[N:21].[Na+], predict the reaction product. The product is: [CH3:1][O:2][C:3]1[CH:4]=[CH:5][CH:6]=[C:7]2[C:12]=1[CH2:11][C@@H:10]([N:21]([CH3:20])[CH3:16])[CH2:9][CH2:8]2. (7) Given the reactants [CH3:1][O:2][C:3]1[CH:8]=[CH:7][C:6]([C:9]2[C:17]3[C:12](=[CH:13][CH:14]=[C:15]([C:18]#[N:19])[CH:16]=3)[NH:11][N:10]=2)=[CH:5][CH:4]=1.[OH:20]O.[OH-].[Na+].Cl, predict the reaction product. The product is: [CH3:1][O:2][C:3]1[CH:4]=[CH:5][C:6]([C:9]2[C:17]3[C:12](=[CH:13][CH:14]=[C:15]([C:18]([NH2:19])=[O:20])[CH:16]=3)[NH:11][N:10]=2)=[CH:7][CH:8]=1. (8) The product is: [C:3]([C:2]1[CH:7]=[CH:13][C:12]([C:9]2([O:8][CH2:1][C:2]3[CH:3]=[CH:4][CH:5]=[CH:6][CH:7]=3)[CH2:10][CH2:11]2)=[C:17]([CH3:16])[CH:1]=1)#[CH:4]. Given the reactants [CH2:1]([O:8][C:9]1([C:12]2[CH:17]=[CH:16]C(C#CC3C=CC(C(OCC)=O)=CC=3)=C[CH:13]=2)[CH2:11][CH2:10]1)[C:2]1[CH:7]=[CH:6][CH:5]=[CH:4][CH:3]=1.C(=O)([O-])[O-].[K+].[K+], predict the reaction product. (9) Given the reactants [NH2:1][C:2]1[N:7]=[CH:6][N:5]=[C:4]2[N:8]([CH:32]3[CH2:37][CH2:36][NH:35][CH2:34][CH2:33]3)[N:9]=[C:10]([C:11]3[CH:16]=[CH:15][C:14]([NH:17][C:18]([C:20]4[N:21]([CH3:29])[C:22]5[C:27]([CH:28]=4)=[CH:26][CH:25]=[CH:24][CH:23]=5)=[O:19])=[C:13]([O:30][CH3:31])[CH:12]=3)[C:3]=12.[CH3:38][C:39]1[NH:40][CH:41]=[C:42]([CH:44]=O)[N:43]=1.C(O[BH-](OC(=O)C)OC(=O)C)(=O)C.[Na+].C(O)(=O)C.C(=O)(O)[O-].[Na+], predict the reaction product. The product is: [NH2:1][C:2]1[N:7]=[CH:6][N:5]=[C:4]2[N:8]([CH:32]3[CH2:37][CH2:36][N:35]([CH2:44][C:42]4[N:43]=[C:39]([CH3:38])[NH:40][CH:41]=4)[CH2:34][CH2:33]3)[N:9]=[C:10]([C:11]3[CH:16]=[CH:15][C:14]([NH:17][C:18]([C:20]4[N:21]([CH3:29])[C:22]5[C:27]([CH:28]=4)=[CH:26][CH:25]=[CH:24][CH:23]=5)=[O:19])=[C:13]([O:30][CH3:31])[CH:12]=3)[C:3]=12.